Dataset: Reaction yield outcomes from USPTO patents with 853,638 reactions. Task: Predict the reaction yield, written as a fraction of the theoretical maximum amount of product (1.0 means a 100% yield; for example, 0.34 means a 34% yield). The reactants are [CH3:1][N:2]1[CH2:7][CH2:6][N:5]([CH2:8][C:9]2[CH:14]=[CH:13][C:12]([N+:15]([O-])=O)=[CH:11][CH:10]=2)[CH2:4][CH2:3]1.CO.[Cl-].[NH4+]. The catalyst is [Zn].C(OCC)C. The product is [CH3:1][N:2]1[CH2:7][CH2:6][N:5]([CH2:8][C:9]2[CH:14]=[CH:13][C:12]([NH2:15])=[CH:11][CH:10]=2)[CH2:4][CH2:3]1. The yield is 0.770.